From a dataset of Forward reaction prediction with 1.9M reactions from USPTO patents (1976-2016). Predict the product of the given reaction. (1) Given the reactants [CH2:1]([N:3]1[CH:7]=[C:6]([C:8]2[CH:9]=[C:10]([CH:12]=[CH:13][CH:14]=2)[NH2:11])[C:5]([C:15]2[CH:20]=[CH:19][N:18]=[CH:17][CH:16]=2)=[N:4]1)[CH3:2].F[C:22]1[CH:27]=[CH:26][CH:25]=[C:24]([N:28]=[C:29]=[O:30])[CH:23]=1.C(Cl)[Cl:32], predict the reaction product. The product is: [Cl:32][C:27]1[CH:26]=[CH:25][C:24]([NH:28][C:29]([NH:11][C:10]2[CH:12]=[CH:13][CH:14]=[C:8]([C:6]3[C:5]([C:15]4[CH:16]=[CH:17][N:18]=[CH:19][CH:20]=4)=[N:4][N:3]([CH2:1][CH3:2])[CH:7]=3)[CH:9]=2)=[O:30])=[CH:23][CH:22]=1. (2) Given the reactants [Br:1][C:2]1[CH:7]=[CH:6][C:5]([CH:8]([OH:13])[C:9]([F:12])([F:11])[F:10])=[C:4]([F:14])[CH:3]=1.I(C1C=CC=CC=1C(O)=O)(=O)=O, predict the reaction product. The product is: [Br:1][C:2]1[CH:7]=[CH:6][C:5]([C:8](=[O:13])[C:9]([F:12])([F:11])[F:10])=[C:4]([F:14])[CH:3]=1. (3) Given the reactants [Br:1][C:2]1[CH:3]=[N:4][N:5]([CH2:7][C:8]2[CH:13]=[CH:12][CH:11]=[C:10]([O:14]C)[CH:9]=2)[CH:6]=1.B(Br)(Br)Br, predict the reaction product. The product is: [Br:1][C:2]1[CH:3]=[N:4][N:5]([CH2:7][C:8]2[CH:9]=[C:10]([OH:14])[CH:11]=[CH:12][CH:13]=2)[CH:6]=1.